This data is from Reaction yield outcomes from USPTO patents with 853,638 reactions. The task is: Predict the reaction yield, written as a fraction of the theoretical maximum amount of product (1.0 means a 100% yield; for example, 0.34 means a 34% yield). (1) The reactants are Cl[CH2:2][CH2:3][CH2:4][C:5]([NH:7][CH2:8][C@@H:9]([NH:12][C:13](=[O:22])[O:14][CH2:15][C:16]1[CH:21]=[CH:20][CH:19]=[CH:18][CH:17]=1)[CH2:10][OH:11])=[O:6].[H-].[Na+]. The catalyst is CN(C=O)C. The product is [OH:11][CH2:10][C@H:9]([NH:12][C:13](=[O:22])[O:14][CH2:15][C:16]1[CH:21]=[CH:20][CH:19]=[CH:18][CH:17]=1)[CH2:8][N:7]1[CH2:2][CH2:3][CH2:4][C:5]1=[O:6]. The yield is 0.330. (2) The reactants are [CH3:1][O:2][C:3]1[CH:4]=[C:5]2[C:10](=[CH:11][C:12]=1[O:13][CH3:14])[N:9]=[CH:8][CH:7]=[C:6]2[O:15][C:16]1[CH:22]=[CH:21][C:19]([NH2:20])=[CH:18][C:17]=1[F:23].C(O)C.[C:27]1([C:33]([N:35]=[C:36]=[S:37])=[O:34])[CH:32]=[CH:31][CH:30]=[CH:29][CH:28]=1. The catalyst is C1(C)C=CC=CC=1. The product is [C:33]([NH:35][C:36]([NH:20][C:19]1[CH:21]=[CH:22][C:16]([O:15][C:6]2[C:5]3[C:10](=[CH:11][C:12]([O:13][CH3:14])=[C:3]([O:2][CH3:1])[CH:4]=3)[N:9]=[CH:8][CH:7]=2)=[C:17]([F:23])[CH:18]=1)=[S:37])(=[O:34])[C:27]1[CH:32]=[CH:31][CH:30]=[CH:29][CH:28]=1. The yield is 0.850. (3) The reactants are [C:1]1([N:7]2[CH2:12][CH2:11][CH:10]([C:13](OCC)=[O:14])[CH2:9][CH2:8]2)[CH:6]=[CH:5][CH:4]=[CH:3][CH:2]=1.[H-].[Li+].[Al+3].[H-].[H-].[H-].[Cl-].[NH4+]. The catalyst is C1COCC1. The product is [C:1]1([N:7]2[CH2:8][CH2:9][CH:10]([CH2:13][OH:14])[CH2:11][CH2:12]2)[CH:2]=[CH:3][CH:4]=[CH:5][CH:6]=1. The yield is 0.990. (4) The reactants are [CH2:1]([OH:4])[CH2:2][OH:3].C1(C)C=CC(S(O)(=O)=O)=CC=1.[CH3:16][CH:17]([C:19]1[CH:24]=[CH:23][CH:22]=[C:21]([CH:25]([CH2:27][CH:28]=O)[CH3:26])[CH:20]=1)[CH3:18]. The catalyst is C1CCCCC1. The product is [CH:17]([C:19]1[CH:20]=[C:21]([CH:25]([CH3:26])[CH2:27][CH:28]2[O:4][CH2:1][CH2:2][O:3]2)[CH:22]=[CH:23][CH:24]=1)([CH3:18])[CH3:16]. The yield is 0.970.